This data is from Full USPTO retrosynthesis dataset with 1.9M reactions from patents (1976-2016). The task is: Predict the reactants needed to synthesize the given product. Given the product [CH3:13][N:14]1[CH2:19][CH2:18][N:17]([C:2]2[CH:7]=[C:6]([C:8]3[S:9][CH:10]=[CH:11][CH:12]=3)[N:5]=[CH:4][N:3]=2)[CH2:16][CH2:15]1, predict the reactants needed to synthesize it. The reactants are: Cl[C:2]1[CH:7]=[C:6]([C:8]2[S:9][CH:10]=[CH:11][CH:12]=2)[N:5]=[CH:4][N:3]=1.[CH3:13][N:14]1[CH2:19][CH2:18][NH:17][CH2:16][CH2:15]1.